Dataset: Forward reaction prediction with 1.9M reactions from USPTO patents (1976-2016). Task: Predict the product of the given reaction. Given the reactants [C:1]([C:3]1[CH:8]=[CH:7][C:6]([C:9]([NH:17][S:18]([CH2:20][CH:21]([CH2:23]C)[CH3:22])=[O:19])([C:11]2[N:12](C)[CH:13]=[N:14][CH:15]=2)C)=[CH:5][C:4]=1[F:25])#[N:2].[CH:26]1([C:29]#[C:30][Mg]Br)[CH2:28][CH2:27]1.C1(C#C)CC1.C([Mg]Br)C, predict the reaction product. The product is: [C:1]([C:3]1[CH:8]=[CH:7][C:6]([C:9]([C:11]2[N:12]([C:30]#[C:29][CH:26]3[CH2:28][CH2:27]3)[CH:13]=[N:14][CH:15]=2)=[N:17][S:18]([CH2:20][CH:21]([CH3:23])[CH3:22])=[O:19])=[CH:5][C:4]=1[F:25])#[N:2].